From a dataset of Forward reaction prediction with 1.9M reactions from USPTO patents (1976-2016). Predict the product of the given reaction. (1) Given the reactants O[C:2]1([CH3:22])[CH2:8][O:7][C:6]2[CH:9]=[CH:10][C:11]([I:13])=[CH:12][C:5]=2[N:4]2[N:14]=[C:15]([C:17]([O:19][CH2:20][CH3:21])=[O:18])[CH:16]=[C:3]12.C([SiH](CC)CC)C.B(F)(F)F, predict the reaction product. The product is: [I:13][C:11]1[CH:10]=[CH:9][C:6]2[O:7][CH2:8][CH:2]([CH3:22])[C:3]3[N:4]([N:14]=[C:15]([C:17]([O:19][CH2:20][CH3:21])=[O:18])[CH:16]=3)[C:5]=2[CH:12]=1. (2) Given the reactants [Cl:1][C:2]1[CH:7]=[CH:6][CH:5]=[CH:4][C:3]=1[CH:8]([O:10][C:11](=[O:27])[NH:12][C:13]1[C:14]([CH3:26])=[N:15][O:16][C:17]=1[C:18]1[CH:23]=[CH:22][C:21]([CH2:24]Br)=[CH:20][CH:19]=1)[CH3:9].[OH:28][C:29]1[CH:34]=[CH:33][C:32]([CH2:35][C:36]([O:38][CH3:39])=[O:37])=[CH:31][CH:30]=1.C(=O)([O-])[O-].[Cs+].[Cs+], predict the reaction product. The product is: [CH3:39][O:38][C:36](=[O:37])[CH2:35][C:32]1[CH:33]=[CH:34][C:29]([O:28][CH2:24][C:21]2[CH:22]=[CH:23][C:18]([C:17]3[O:16][N:15]=[C:14]([CH3:26])[C:13]=3[NH:12][C:11]([O:10][CH:8]([C:3]3[CH:4]=[CH:5][CH:6]=[CH:7][C:2]=3[Cl:1])[CH3:9])=[O:27])=[CH:19][CH:20]=2)=[CH:30][CH:31]=1. (3) Given the reactants [CH2:1]([NH2:8])[C:2]1[CH:7]=[CH:6][CH:5]=[CH:4][CH:3]=1.[CH3:9][CH2:10][N:11](C(C)C)C(C)C.BrCC#N, predict the reaction product. The product is: [CH2:1]([NH:8][CH2:9][C:10]#[N:11])[C:2]1[CH:7]=[CH:6][CH:5]=[CH:4][CH:3]=1. (4) Given the reactants Cl.[CH2:2]([N:4]([CH2:9][C:10]1[C:15]([N+:16]([O-])=O)=[CH:14][CH:13]=[C:12]([Cl:19])[C:11]=1[Cl:20])[CH2:5][C:6]([OH:8])=[O:7])[CH3:3], predict the reaction product. The product is: [CH2:2]([N:4]([CH2:9][C:10]1[C:15]([NH2:16])=[CH:14][CH:13]=[C:12]([Cl:19])[C:11]=1[Cl:20])[CH2:5][C:6]([OH:8])=[O:7])[CH3:3]. (5) Given the reactants [F:1][C:2]1[CH:7]=[CH:6][CH:5]=[C:4]([F:8])[C:3]=1[C:9]1[NH:13][CH:12]=[C:11]([CH2:14][OH:15])[CH:10]=1.C[N+]1([O-])CCOCC1, predict the reaction product. The product is: [F:1][C:2]1[CH:7]=[CH:6][CH:5]=[C:4]([F:8])[C:3]=1[C:9]1[NH:13][CH:12]=[C:11]([CH:14]=[O:15])[CH:10]=1. (6) Given the reactants C[O:2][C:3]([C:5]1[C:13]2[C:8](=[CH:9][C:10]([Br:14])=[CH:11][CH:12]=2)[N:7]([CH3:15])[CH:6]=1)=O.[CH3:16][C:17]([CH3:20])([O-:19])[CH3:18].[Na+], predict the reaction product. The product is: [Br:14][C:10]1[CH:9]=[C:8]2[C:13]([C:5]([C:3]([O:19][C:17]([CH3:20])([CH3:18])[CH3:16])=[O:2])=[CH:6][N:7]2[CH3:15])=[CH:12][CH:11]=1. (7) The product is: [O:1]1[C:5]2[CH:6]=[CH:7][CH:8]=[CH:9][C:4]=2[CH:3]=[C:2]1[C:10]1[CH:31]=[CH:30][C:13]([C:14]([NH:16][S:17]([C:20]2[CH:25]=[CH:24][CH:23]=[CH:22][C:21]=2[S:26](=[O:29])(=[O:28])[NH2:27])(=[O:19])=[O:18])=[O:15])=[CH:12][C:11]=1[C:37]#[C:36][C:34]([OH:38])([CH3:35])[CH3:33]. Given the reactants [O:1]1[C:5]2[CH:6]=[CH:7][CH:8]=[CH:9][C:4]=2[CH:3]=[C:2]1[C:10]1[CH:31]=[CH:30][C:13]([C:14]([NH:16][S:17]([C:20]2[CH:25]=[CH:24][CH:23]=[CH:22][C:21]=2[S:26](=[O:29])(=[O:28])[NH2:27])(=[O:19])=[O:18])=[O:15])=[CH:12][C:11]=1Br.[CH3:33][C:34]([OH:38])([C:36]#[CH:37])[CH3:35], predict the reaction product. (8) Given the reactants [N:1]1([CH:6]2[CH2:14][C:13]3[C:8](=[CH:9][CH:10]=[C:11]([OH:15])[CH:12]=3)[CH2:7]2)[CH2:5][CH2:4][CH2:3][CH2:2]1.[Br:16][C:17]1[CH:22]=[CH:21][C:20](B(O)O)=[CH:19][CH:18]=1.C(N(CC)CC)C, predict the reaction product. The product is: [Br:16][C:17]1[CH:22]=[CH:21][C:20]([O:15][C:11]2[CH:12]=[C:13]3[C:8](=[CH:9][CH:10]=2)[CH2:7][CH:6]([N:1]2[CH2:5][CH2:4][CH2:3][CH2:2]2)[CH2:14]3)=[CH:19][CH:18]=1.